From a dataset of Forward reaction prediction with 1.9M reactions from USPTO patents (1976-2016). Predict the product of the given reaction. (1) Given the reactants [Cl:1][C:2]1[CH:3]=[CH:4][C:5]([CH2:21][CH2:22]I)=[C:6]([C@H:8]([C:10]2[CH:14]=[C:13]([CH:15]3[O:19][CH2:18][CH2:17][O:16]3)[S:12][C:11]=2[CH3:20])[OH:9])[CH:7]=1, predict the reaction product. The product is: [Cl:1][C:2]1[CH:7]=[C:6]2[C:5]([CH2:21][CH2:22][O:9][C@H:8]2[C:10]2[CH:14]=[C:13]([CH:15]3[O:19][CH2:18][CH2:17][O:16]3)[S:12][C:11]=2[CH3:20])=[CH:4][CH:3]=1. (2) Given the reactants [C:1]([NH:8][C@H:9]([C:19]([OH:21])=O)[CH2:10][C:11]1[CH:16]=[CH:15][C:14]([C:17]#[N:18])=[CH:13][CH:12]=1)([O:3][C:4]([CH3:7])([CH3:6])[CH3:5])=[O:2].CN([C:25]([O:29][N:30]1N=NC2C=CC=C[C:31]1=2)=[N+](C)C)C.[B-](F)(F)(F)F.CCN(C(C)C)C(C)C.Cl.CNOC, predict the reaction product. The product is: [C:1]([NH:8][CH:9]([CH2:10][C:11]1[CH:12]=[CH:13][C:14]([C:17]#[N:18])=[CH:15][CH:16]=1)[C:19]([N:30]([O:29][CH3:25])[CH3:31])=[O:21])([O:3][C:4]([CH3:5])([CH3:6])[CH3:7])=[O:2]. (3) Given the reactants [F:1][C:2]([F:34])([F:33])[C:3]1[CH:28]=[C:27]([C:29]([F:32])([F:31])[F:30])[CH:26]=[CH:25][C:4]=1[CH2:5][N:6]1[C:14]2[C:9](=[CH:10][C:11]([CH:15]=[C:16]3[S:20][C:19](SCC)=[N:18][C:17]3=[O:24])=[CH:12][CH:13]=2)[CH:8]=[N:7]1.[C:35]([O:39][C:40](=[O:49])[NH:41][CH2:42][CH:43]1[O:48][CH2:47][CH2:46][NH:45][CH2:44]1)([CH3:38])([CH3:37])[CH3:36], predict the reaction product. The product is: [C:35]([O:39][C:40](=[O:49])[NH:41][CH2:42][CH:43]1[O:48][CH2:47][CH2:46][N:45]([C:19]2[S:20][C:16](=[CH:15][C:11]3[CH:10]=[C:9]4[C:14](=[CH:13][CH:12]=3)[N:6]([CH2:5][C:4]3[CH:25]=[CH:26][C:27]([C:29]([F:31])([F:32])[F:30])=[CH:28][C:3]=3[C:2]([F:1])([F:34])[F:33])[N:7]=[CH:8]4)[C:17](=[O:24])[N:18]=2)[CH2:44]1)([CH3:38])([CH3:36])[CH3:37]. (4) Given the reactants [F:1][C:2]1[CH:7]=[CH:6][C:5]([N:8]2[CH:12]=[CH:11][C:10]([Sn](CCCC)(CCCC)CCCC)=[N:9]2)=[CH:4][CH:3]=1.Br[C:27]1[CH:28]=[CH:29][C:30]([C:33]([OH:36])([CH3:35])[CH3:34])=[N:31][CH:32]=1, predict the reaction product. The product is: [F:1][C:2]1[CH:3]=[CH:4][C:5]([N:8]2[CH:12]=[CH:11][C:10]([C:27]3[CH:28]=[CH:29][C:30]([C:33]([OH:36])([CH3:35])[CH3:34])=[N:31][CH:32]=3)=[N:9]2)=[CH:6][CH:7]=1. (5) The product is: [Cl:20][C:19]1[C:2]([Cl:1])=[CH:3][C:4]2[NH:8][C:7]([C:9]3[CH:10]=[CH:11][C:12]([C:13]([NH:25][C:26]4[C:27]([C:36]([O:38][CH3:39])=[O:37])=[CH:28][C:29]([OH:35])=[C:30]([CH:34]=4)[C:31]([OH:33])=[O:32])=[O:14])=[CH:16][CH:17]=3)=[N:6][C:5]=2[CH:18]=1. Given the reactants [Cl:1][C:2]1[C:19]([Cl:20])=[CH:18][C:5]2[NH:6][C:7]([C:9]3[CH:17]=[CH:16][C:12]([C:13](O)=[O:14])=[CH:11][CH:10]=3)=[N:8][C:4]=2[CH:3]=1.O=S(Cl)Cl.[NH2:25][C:26]1[C:27]([C:36]([O:38][CH3:39])=[O:37])=[CH:28][C:29]([OH:35])=[C:30]([CH:34]=1)[C:31]([OH:33])=[O:32], predict the reaction product. (6) Given the reactants Cl.[Cl:2][C:3]1[C:11]2[C:6](=[CH:7][CH:8]=[C:9]([C:12]3[O:16][N:15]=[C:14]([C:17]4[CH:26]=[CH:25][CH:24]=[C:23]5[C:18]=4[CH2:19][CH2:20][NH:21][CH2:22]5)[N:13]=3)[CH:10]=2)[N:5]([CH:27]([CH3:29])[CH3:28])[N:4]=1.[C:30]([O:34][C:35](=[O:38])[CH2:36]Br)([CH3:33])([CH3:32])[CH3:31], predict the reaction product. The product is: [C:30]([O:34][C:35](=[O:38])[CH2:36][N:21]1[CH2:20][CH2:19][C:18]2[C:23](=[CH:24][CH:25]=[CH:26][C:17]=2[C:14]2[N:13]=[C:12]([C:9]3[CH:10]=[C:11]4[C:6](=[CH:7][CH:8]=3)[N:5]([CH:27]([CH3:29])[CH3:28])[N:4]=[C:3]4[Cl:2])[O:16][N:15]=2)[CH2:22]1)([CH3:33])([CH3:32])[CH3:31].